Dataset: TCR-epitope binding with 47,182 pairs between 192 epitopes and 23,139 TCRs. Task: Binary Classification. Given a T-cell receptor sequence (or CDR3 region) and an epitope sequence, predict whether binding occurs between them. (1) The epitope is GTSGSPIIDK. The TCR CDR3 sequence is CASSYPNQPQHF. Result: 0 (the TCR does not bind to the epitope). (2) The epitope is YFPLQSYGF. The TCR CDR3 sequence is CASSYLPGQGVNEQFF. Result: 1 (the TCR binds to the epitope).